Dataset: Catalyst prediction with 721,799 reactions and 888 catalyst types from USPTO. Task: Predict which catalyst facilitates the given reaction. Reactant: [N+:1]1([O-])[C:6]2[CH:7]=[CH:8][CH:9]=[CH:10][C:5]=2[N:4]=[C:3]([NH2:11])[N:2]=1.[O-]S(S([O-])=O)=O.[Na+].[Na+]. Product: [N:1]1[C:6]2[CH:7]=[CH:8][CH:9]=[CH:10][C:5]=2[N:4]=[C:3]([NH2:11])[N:2]=1. The catalyst class is: 14.